From a dataset of Catalyst prediction with 721,799 reactions and 888 catalyst types from USPTO. Predict which catalyst facilitates the given reaction. Reactant: [C:1]([O:5][C:6]([NH:8][CH2:9][C@H:10]1[CH2:15][CH2:14][C@H:13]([C:16]([NH:18][C@H:19]([C:38](=[O:51])[NH:39][C:40]2[CH:45]=[CH:44][C:43]([C:46]3[N:47]=[N:48][NH:49][N:50]=3)=[CH:42][CH:41]=2)[CH2:20][C:21]2[CH:26]=[CH:25][C:24]([C:27]3[C:32]([CH3:33])=[C:31]([F:34])[CH:30]=[C:29]([C:35](O)=[O:36])[CH:28]=3)=[CH:23][CH:22]=2)=[O:17])[CH2:12][CH2:11]1)=[O:7])([CH3:4])([CH3:3])[CH3:2].[CH:52]([NH2:55])([CH3:54])[CH3:53].C(N(CC)C(C)C)(C)C.F[P-](F)(F)(F)(F)F.CN(C(N(C)C)=[N+]1C2C(=NC=CC=2)[N+]([O-])=N1)C.Cl. Product: [F:34][C:31]1[C:32]([CH3:33])=[C:27]([C:24]2[CH:23]=[CH:22][C:21]([CH2:20][C@H:19]([NH:18][C:16]([C@H:13]3[CH2:12][CH2:11][C@H:10]([CH2:9][NH:8][C:6](=[O:7])[O:5][C:1]([CH3:2])([CH3:4])[CH3:3])[CH2:15][CH2:14]3)=[O:17])[C:38](=[O:51])[NH:39][C:40]3[CH:45]=[CH:44][C:43]([C:46]4[N:50]=[N:49][NH:48][N:47]=4)=[CH:42][CH:41]=3)=[CH:26][CH:25]=2)[CH:28]=[C:29]([C:35](=[O:36])[NH:55][CH:52]([CH3:54])[CH3:53])[CH:30]=1. The catalyst class is: 35.